Dataset: Forward reaction prediction with 1.9M reactions from USPTO patents (1976-2016). Task: Predict the product of the given reaction. Given the reactants CS([O:5][CH2:6][C:7]1[CH:12]=[CH:11][C:10]([C:13]2[CH:18]=[CH:17][N:16]([C:19]([O:21][C:22]([CH3:25])([CH3:24])[CH3:23])=[O:20])[CH2:15][CH:14]=2)=[CH:9][N:8]=1)(=O)=O.[Br:26][C:27]1[CH:34]=[C:31]([CH:32]=[O:33])[C:30](O)=[CH:29][CH:28]=1.C(=O)([O-])[O-].[K+].[K+].[I-].[K+], predict the reaction product. The product is: [Br:26][C:27]1[CH:28]=[CH:29][C:30]([O:5][CH2:6][C:7]2[CH:12]=[CH:11][C:10]([CH:13]3[CH2:18][CH2:17][N:16]([C:19]([O:21][C:22]([CH3:25])([CH3:24])[CH3:23])=[O:20])[CH2:15][CH2:14]3)=[CH:9][N:8]=2)=[C:31]([CH:32]=[O:33])[CH:34]=1.